This data is from TCR-epitope binding with 47,182 pairs between 192 epitopes and 23,139 TCRs. The task is: Binary Classification. Given a T-cell receptor sequence (or CDR3 region) and an epitope sequence, predict whether binding occurs between them. (1) The epitope is IPSINVHHY. The TCR CDR3 sequence is CASSLFTDNRDGYTF. Result: 1 (the TCR binds to the epitope). (2) The epitope is MPASWVMRI. The TCR CDR3 sequence is CASTGQGATDTQYF. Result: 0 (the TCR does not bind to the epitope). (3) The epitope is SSNVANYQK. The TCR CDR3 sequence is CASSQDYNQPQHF. Result: 0 (the TCR does not bind to the epitope).